Predict the reactants needed to synthesize the given product. From a dataset of Full USPTO retrosynthesis dataset with 1.9M reactions from patents (1976-2016). (1) Given the product [CH:1]1([N:7]([CH2:23][CH2:24][N:25]2[CH2:26][CH2:27][C@H:28]2[CH2:33][O:34][C:35]2[CH:36]=[N:37][CH:32]=[CH:31][CH:30]=2)[C:8](=[O:22])[CH2:9][CH2:10][NH:11][CH2:12][CH2:13][C:14]2[CH:15]=[CH:16][CH:17]=[CH:18][CH:19]=2)[CH2:2][CH2:3][CH2:4][CH2:5][CH2:6]1, predict the reactants needed to synthesize it. The reactants are: [CH:1]1([N:7]([CH2:23][CH2:24][NH:25][CH2:26][C@@H:27](O)[C:28]2[C:33]3[O:34][CH2:35][C:36](=O)[NH:37][C:32]=3[CH:31]=[CH:30]C=2)[C:8](=[O:22])[CH2:9][CH2:10][NH:11][CH2:12][CH2:13][C:14]2[CH:19]=[CH:18][C:17](Cl)=[C:16](Cl)[CH:15]=2)[CH2:6][CH2:5][CH2:4][CH2:3][CH2:2]1.C1(CCN)C=CC=CC=1.ClC1C=C(CCN)C=CC=1Cl. (2) The reactants are: [C:1]1([C:7]2[C:19]3[C:18]4[C:13](=[CH:14][CH:15]=[CH:16][CH:17]=4)[CH2:12][C:11]=3[C:10]([C:20]#[N:21])=[C:9]([N:22]3[CH2:26][CH2:25][CH2:24][CH2:23]3)[CH:8]=2)[CH:6]=[CH:5][CH:4]=[CH:3][CH:2]=1.[H-].[Na+].C1C[O:32]CC1. Given the product [O:32]=[C:12]1[C:11]2[C:10]([C:20]#[N:21])=[C:9]([N:22]3[CH2:23][CH2:24][CH2:25][CH2:26]3)[CH:8]=[C:7]([C:1]3[CH:6]=[CH:5][CH:4]=[CH:3][CH:2]=3)[C:19]=2[C:18]2[C:13]1=[CH:14][CH:15]=[CH:16][CH:17]=2, predict the reactants needed to synthesize it. (3) Given the product [NH2:30][C@@:6]1([C:4]([OH:5])=[O:3])[C@H:11]([S:12]([CH2:15][C:16]2[CH:21]=[CH:20][C:19]([Cl:22])=[C:18]([Cl:23])[CH:17]=2)(=[O:14])=[O:13])[CH2:10][C@@H:9]2[C@H:7]1[C@@:8]2([F:29])[C:24]([OH:26])=[O:25], predict the reactants needed to synthesize it. The reactants are: C([O:3][C:4]([C@:6]1([NH2:30])[C@H:11]([S:12]([CH2:15][C:16]2[CH:21]=[CH:20][C:19]([Cl:22])=[C:18]([Cl:23])[CH:17]=2)(=[O:14])=[O:13])[CH2:10][C@@H:9]2[C@H:7]1[C@@:8]2([F:29])[C:24]([O:26]CC)=[O:25])=[O:5])C.[OH-].[Na+]. (4) The reactants are: [CH3:1][C:2]1[C:6]([I:7])=[C:5]([CH3:8])[NH:4][N:3]=1.[H-].[Na+].[CH:11]1(OS(C)(=O)=O)[CH2:15][CH:14]=[CH:13][CH2:12]1.O. Given the product [CH:14]1([N:3]2[C:2]([CH3:1])=[C:6]([I:7])[C:5]([CH3:8])=[N:4]2)[CH2:13][CH:12]=[CH:11][CH2:15]1, predict the reactants needed to synthesize it. (5) Given the product [N+:19]([C:16]1[CH:17]=[CH:18][C:13]2[O:12][CH2:11][CH2:10][CH2:9][NH:8][C:14]=2[CH:15]=1)([O-:21])=[O:20], predict the reactants needed to synthesize it. The reactants are: [OH-].[K+].C(OC([N:8]1[C:14]2[CH:15]=[C:16]([N+:19]([O-:21])=[O:20])[CH:17]=[CH:18][C:13]=2[O:12][CH2:11][CH2:10][CH2:9]1)=O)C. (6) The reactants are: [Mg].BrCC.II.Cl[CH:8]1[CH2:13][CH2:12][N:11]([CH3:14])[CH2:10][CH2:9]1.[C:15]([O:19][C:20](=[O:32])[NH:21][C@H:22]([C:24]1[CH:29]=[CH:28][C:27]([CH:30]=[O:31])=[CH:26][CH:25]=1)[CH3:23])([CH3:18])([CH3:17])[CH3:16].[Cl-].[NH4+]. Given the product [C:15]([O:19][C:20](=[O:32])[NH:21][C@H:22]([C:24]1[CH:25]=[CH:26][C:27]([CH:30]([OH:31])[CH:8]2[CH2:13][CH2:12][N:11]([CH3:14])[CH2:10][CH2:9]2)=[CH:28][CH:29]=1)[CH3:23])([CH3:16])([CH3:17])[CH3:18], predict the reactants needed to synthesize it. (7) Given the product [C:25]([O:31][CH:12]1[O:24][C@H:19]([C@@H:20]([CH2:21][O:22][C:12](=[O:13])[CH3:16])[O:23][C:10](=[O:11])[CH3:9])[C@@H:10]([O:11][C:1](=[O:8])[CH3:2])[C@H:9]([O:8][CH2:1][C:2]2[CH:3]=[CH:4][CH:5]=[CH:6][CH:7]=2)[C@H:16]1[O:15][C:14](=[O:13])[CH3:18])(=[O:26])[CH3:27], predict the reactants needed to synthesize it. The reactants are: [CH2:1]([O:8][C@@H:9]1[C@@H:16]2[C@@H:12]([O:13][C:14]([CH3:18])(C)[O:15]2)[O:11][C@@H:10]1[C@H:19]([OH:24])[C@H:20]([OH:23])[CH2:21][OH:22])[C:2]1[CH:7]=[CH:6][CH:5]=[CH:4][CH:3]=1.[C:25]([OH:31])([C:27](F)(F)F)=[O:26]. (8) Given the product [Br:1][C:2]1[N:7]=[C:6]([CH2:8][NH:9][C:10]2[C:15]([CH:16]([CH3:17])[CH3:18])=[CH:14][CH:13]=[CH:12][C:11]=2[CH:19]([CH3:21])[CH3:20])[CH:5]=[CH:4][CH:3]=1, predict the reactants needed to synthesize it. The reactants are: [Br:1][C:2]1[N:7]=[C:6](/[CH:8]=[N:9]/[C:10]2[C:15]([CH:16]([CH3:18])[CH3:17])=[CH:14][CH:13]=[CH:12][C:11]=2[CH:19]([CH3:21])[CH3:20])[CH:5]=[CH:4][CH:3]=1.[BH3-]C#N.[Na+].CC(O)=O.CO. (9) The reactants are: C(=O)([O-])[O-].[K+].[K+].[CH2:7]([C@H:9]1[CH2:14][O:13][CH2:12][CH2:11][N:10]1S(C1C=CC=CC=1[N+]([O-])=O)(=O)=O)[CH3:8].BrC1C=CC(S)=CC=1.[Br:35][C:36]1[CH:44]=[CH:43][C:39]([C:40](O)=[O:41])=[CH:38][CH:37]=1.ON1C2C=CC=CC=2N=N1.Cl.C(N=C=NCCCN(C)C)C.C(=O)([O-])O.[Na+]. Given the product [Br:35][C:36]1[CH:44]=[CH:43][C:39]([C:40]([N:10]2[CH2:11][CH2:12][O:13][CH2:14][C@@H:9]2[CH2:7][CH3:8])=[O:41])=[CH:38][CH:37]=1, predict the reactants needed to synthesize it.